From a dataset of Forward reaction prediction with 1.9M reactions from USPTO patents (1976-2016). Predict the product of the given reaction. (1) Given the reactants [Cl:1][C:2]1[N:3]=[CH:4][CH:5]=[C:6]2[CH:10]=[CH:9][NH:8][C:7]=12.[H-].[Na+].Br[CH2:14][CH2:15][O:16][CH3:17].[Na+].[I-], predict the reaction product. The product is: [Cl:1][C:2]1[N:3]=[CH:4][CH:5]=[C:6]2[CH:10]=[CH:9][N:8]([CH2:14][CH2:15][O:16][CH3:17])[C:7]=12. (2) Given the reactants [C:1]([C:3]1[CH:10]=[CH:9][C:6]([C:7]#[N:8])=[CH:5][CH:4]=1)#[CH:2].I[CH3:12].[N-:13]=[N+:14]=[N-:15].[Na+], predict the reaction product. The product is: [CH3:12][N:13]1[CH:2]=[C:1]([C:3]2[CH:10]=[CH:9][C:6]([C:7]#[N:8])=[CH:5][CH:4]=2)[N:15]=[N:14]1. (3) Given the reactants [OH:1][CH2:2][C:3]([CH3:25])([C:19]1[CH:24]=[CH:23][CH:22]=[CH:21][CH:20]=1)[CH2:4][CH2:5][CH2:6][CH2:7][N:8]1C(=O)C2C(=CC=CC=2)C1=O.NN.O.Cl, predict the reaction product. The product is: [NH2:8][CH2:7][CH2:6][CH2:5][CH2:4][C:3]([CH3:25])([C:19]1[CH:20]=[CH:21][CH:22]=[CH:23][CH:24]=1)[CH2:2][OH:1]. (4) The product is: [CH2:1]([O:3][C:4]1[CH:10]=[CH:9][CH:8]=[CH:7][C:5]=1[NH:6][N:20]=[C:32]([C:33](=[O:35])[CH3:34])[C:29](=[O:31])[CH3:30])[CH3:2]. Given the reactants [CH2:1]([O:3][C:4]1[CH:10]=[CH:9][CH:8]=[CH:7][C:5]=1[NH2:6])[CH3:2].P(=O)(O)(O)O.[N+]([O-])(O)=O.[N:20]([O-])=O.[Na+].C([O-])(=O)C.[K+].[C:29]([CH2:32][C:33](=[O:35])[CH3:34])(=[O:31])[CH3:30], predict the reaction product. (5) Given the reactants [CH2:1]([O:8][C@@H:9]1[O:18][C@H:17]2[C@@H:12]([O:13][C@H](C3C=CC=CC=3)[O:15][CH2:16]2)[C@H:11]([O:25][C@H:26]([CH3:39])[C:27](=[O:38])[NH:28][C@@H:29]([CH3:37])[CH2:30][C:31]2[CH:36]=[CH:35][CH:34]=[CH:33][CH:32]=2)[C@H:10]1[NH:40]C(=O)OC(C)(C)C)[C:2]1[CH:7]=[CH:6][CH:5]=[CH:4][CH:3]=1.C1(C)C=CC(S(O)(=O)=O)=CC=1.C(N(CC)CC)C, predict the reaction product. The product is: [NH2:40][C@@H:10]1[C@@H:11]([O:25][C@H:26]([CH3:39])[C:27]([NH:28][C@@H:29]([CH3:37])[CH2:30][C:31]2[CH:36]=[CH:35][CH:34]=[CH:33][CH:32]=2)=[O:38])[C@H:12]([OH:13])[C@@H:17]([CH2:16][OH:15])[O:18][C@H:9]1[O:8][CH2:1][C:2]1[CH:3]=[CH:4][CH:5]=[CH:6][CH:7]=1. (6) Given the reactants [Cl:1][C:2]1[CH:3]=[C:4]([CH2:8][CH2:9][NH2:10])[CH:5]=[CH:6][CH:7]=1.[C:11]([C:23]1[CH:30]=[CH:29][C:26]([CH:27]=O)=[CH:25][CH:24]=1)#[C:12][CH2:13][CH2:14][CH2:15][CH2:16][CH2:17][CH2:18][CH2:19][CH2:20][CH2:21][CH3:22], predict the reaction product. The product is: [ClH:1].[Cl:1][C:2]1[CH:3]=[C:4]([CH2:8][CH2:9][NH:10][CH2:27][C:26]2[CH:29]=[CH:30][C:23]([C:11]#[C:12][CH2:13][CH2:14][CH2:15][CH2:16][CH2:17][CH2:18][CH2:19][CH2:20][CH2:21][CH3:22])=[CH:24][CH:25]=2)[CH:5]=[CH:6][CH:7]=1. (7) Given the reactants O[CH:2]([C:4]1[CH:5]=[C:6]2[C:11](=[CH:12][CH:13]=1)[N:10]=[CH:9][CH:8]=[N:7]2)[CH3:3].P(Br)(Br)[Br:15], predict the reaction product. The product is: [Br:15][CH:2]([C:4]1[CH:5]=[C:6]2[C:11](=[CH:12][CH:13]=1)[N:10]=[CH:9][CH:8]=[N:7]2)[CH3:3].